From a dataset of Peptide-MHC class II binding affinity with 134,281 pairs from IEDB. Regression. Given a peptide amino acid sequence and an MHC pseudo amino acid sequence, predict their binding affinity value. This is MHC class II binding data. (1) The peptide sequence is KALWIIFSQNMNIKL. The MHC is DRB1_0301 with pseudo-sequence DRB1_0301. The binding affinity (normalized) is 0.224. (2) The peptide sequence is LGQQQPFPPQQPYPQ. The MHC is HLA-DPA10103-DPB10401 with pseudo-sequence HLA-DPA10103-DPB10401. The binding affinity (normalized) is 0.0503.